From a dataset of Reaction yield outcomes from USPTO patents with 853,638 reactions. Predict the reaction yield, written as a fraction of the theoretical maximum amount of product (1.0 means a 100% yield; for example, 0.34 means a 34% yield). (1) The reactants are [C:1]([C:3]1[CH:8]=[N:7][N:6]2[CH:9]=[C:10]([C:13](=[S:15])[NH2:14])[C:11]([CH3:12])=[C:5]2[C:4]=1[NH:16][C:17]1[CH:22]=[CH:21][C:20]([O:23][C:24]2[CH:29]=[CH:28][CH:27]=[CH:26][CH:25]=2)=[CH:19][CH:18]=1)#[N:2].Br[CH2:31][C:32]([C:34]1[CH:39]=[CH:38][CH:37]=[CH:36][CH:35]=1)=O. The catalyst is CC(C)=O. The product is [CH3:12][C:11]1[C:10]([C:13]2[S:15][CH:31]=[C:32]([C:34]3[CH:39]=[CH:38][CH:37]=[CH:36][CH:35]=3)[N:14]=2)=[CH:9][N:6]2[C:5]=1[C:4]([NH:16][C:17]1[CH:22]=[CH:21][C:20]([O:23][C:24]3[CH:29]=[CH:28][CH:27]=[CH:26][CH:25]=3)=[CH:19][CH:18]=1)=[C:3]([C:1]#[N:2])[CH:8]=[N:7]2. The yield is 0.690. (2) The reactants are O1CCCC1.[CH:6]1[CH:11]=[C:10](F)[CH:9]=[C:8]([CH2:13][C@@H:14]([NH2:18])[C:15](O)=[O:16])[CH:7]=1.B. The catalyst is CO. The product is [NH2:18][C@@H:14]([CH2:15][OH:16])[CH2:13][C:8]1[CH:7]=[CH:6][CH:11]=[CH:10][CH:9]=1. The yield is 0.280. (3) The reactants are [Br:1][C:2]1[C:3](F)=[C:4]2[C:10]([NH:11][C:12]([CH:14]3[CH2:16][CH2:15]3)=[O:13])=[CH:9][NH:8][C:5]2=[N:6][CH:7]=1.[NH:18]1[CH2:23][CH2:22][CH2:21][C@@H:20]([NH:24][C:25](=[O:31])[O:26][C:27]([CH3:30])([CH3:29])[CH3:28])[CH2:19]1. No catalyst specified. The product is [Br:1][C:2]1[C:3]([N:18]2[CH2:23][CH2:22][CH2:21][C@@H:20]([NH:24][C:25](=[O:31])[O:26][C:27]([CH3:29])([CH3:28])[CH3:30])[CH2:19]2)=[C:4]2[C:10]([NH:11][C:12]([CH:14]3[CH2:16][CH2:15]3)=[O:13])=[CH:9][NH:8][C:5]2=[N:6][CH:7]=1. The yield is 0.470.